From a dataset of Forward reaction prediction with 1.9M reactions from USPTO patents (1976-2016). Predict the product of the given reaction. Given the reactants [CH2:1]([O:4][C:5]1([CH3:39])[CH2:10][CH2:9][N:8]([C:11]2[N:16]3[CH:17]=[C:18]([C:20]4[CH:25]=[CH:24][CH:23]=[C:22](Br)[CH:21]=4)[N:19]=[C:15]3[C:14]([CH3:27])=[C:13]([CH3:28])[C:12]=2[C@H:29]([O:34][C:35]([CH3:38])([CH3:37])[CH3:36])[C:30]([O:32][CH3:33])=[O:31])[CH2:7][CH2:6]1)[CH:2]=[CH2:3].COC1C=CC=C(OC)C=1C1C=CC=CC=1P(C1CCCCC1)C1CCCCC1.[F:69][C:70]1[C:75]([F:76])=[CH:74][C:73](B2OC(=O)CN(C)CC(=O)O2)=[C:72]([O:88][C@H:89]([CH2:91][CH:92]=[CH2:93])[CH3:90])[CH:71]=1.[O-]P([O-])([O-])=O.[K+].[K+].[K+], predict the reaction product. The product is: [CH2:1]([O:4][C:5]1([CH3:39])[CH2:10][CH2:9][N:8]([C:11]2[N:16]3[CH:17]=[C:18]([C:20]4[CH:21]=[C:22]([C:73]5[CH:74]=[C:75]([F:76])[C:70]([F:69])=[CH:71][C:72]=5[O:88][C@H:89]([CH2:91][CH:92]=[CH2:93])[CH3:90])[CH:23]=[CH:24][CH:25]=4)[N:19]=[C:15]3[C:14]([CH3:27])=[C:13]([CH3:28])[C:12]=2[C@H:29]([O:34][C:35]([CH3:38])([CH3:37])[CH3:36])[C:30]([O:32][CH3:33])=[O:31])[CH2:7][CH2:6]1)[CH:2]=[CH2:3].